From a dataset of Forward reaction prediction with 1.9M reactions from USPTO patents (1976-2016). Predict the product of the given reaction. (1) Given the reactants [Cl:1][CH2:2][CH2:3][C:4]1[CH:23]=[CH:22][C:7]([O:8][CH2:9][CH2:10][O:11][CH2:12][CH2:13][NH:14]C(=O)OC(C)(C)C)=[CH:6][CH:5]=1.C([SiH](CC)CC)C.FC(F)(F)C(O)=O, predict the reaction product. The product is: [Cl-:1].[Cl:1][CH2:2][CH2:3][C:4]1[CH:23]=[CH:22][C:7]([O:8][CH2:9][CH2:10][O:11][CH2:12][CH2:13][NH3+:14])=[CH:6][CH:5]=1. (2) Given the reactants Cl.[CH3:2][O:3][C:4]1[CH:5]=[CH:6][C:7]([N+:13]([O-:15])=[O:14])=[C:8]([CH:12]=1)[C:9]([OH:11])=[O:10].[CH3:16]O, predict the reaction product. The product is: [CH3:2][O:3][C:4]1[CH:5]=[CH:6][C:7]([N+:13]([O-:15])=[O:14])=[C:8]([CH:12]=1)[C:9]([O:11][CH3:16])=[O:10]. (3) Given the reactants C[O:2][C:3]([C:5]1[S:6][C:7]([C:28]#[C:29][C:30]([CH3:33])([CH3:32])[CH3:31])=[CH:8][C:9]=1[N:10]([C:18](=[O:27])[C:19]1[CH:24]=[CH:23][C:22]([CH3:25])=[CH:21][C:20]=1[CH3:26])[C@H:11]1[CH2:16][CH2:15][C@H:14]([OH:17])[CH2:13][CH2:12]1)=[O:4].C1COCC1.[H-].[OH-].[Li+].Cl, predict the reaction product. The product is: [CH3:26][C:20]1[CH:21]=[C:22]([CH3:25])[CH:23]=[CH:24][C:19]=1[C:18]([N:10]([C@H:11]1[CH2:12][CH2:13][C@H:14]([OH:17])[CH2:15][CH2:16]1)[C:9]1[CH:8]=[C:7]([C:28]#[C:29][C:30]([CH3:33])([CH3:32])[CH3:31])[S:6][C:5]=1[C:3]([OH:4])=[O:2])=[O:27]. (4) The product is: [I:18][C:6]1[CH:7]=[C:8]([O:9][CH3:10])[C:3]([O:2][CH3:1])=[CH:4][C:5]=1[CH2:11][C@H:12]([NH2:17])[C:13]([O:15][CH3:16])=[O:14]. Given the reactants [CH3:1][O:2][C:3]1[CH:4]=[C:5]([CH2:11][C@H:12]([NH2:17])[C:13]([O:15][CH3:16])=[O:14])[CH:6]=[CH:7][C:8]=1[O:9][CH3:10].[I:18]N1C(=O)CCC1=O.[Al], predict the reaction product. (5) Given the reactants C(OC(=O)[NH:10][CH2:11][C:12](=[O:28])[NH:13][CH:14]1[CH2:24][CH:17]2[CH2:18][N:19]([CH:21]([CH3:23])[CH3:22])[CH2:20][CH:16]2[CH:15]1[CH2:25][O:26][CH3:27])C1C=CC=CC=1, predict the reaction product. The product is: [NH2:10][CH2:11][C:12]([NH:13][CH:14]1[CH2:24][CH:17]2[CH2:18][N:19]([CH:21]([CH3:22])[CH3:23])[CH2:20][CH:16]2[CH:15]1[CH2:25][O:26][CH3:27])=[O:28]. (6) The product is: [CH3:1][O:2][C:3](=[O:18])[CH2:4][CH2:5][CH:6]([N:8]1[C:12]2[CH:13]=[CH:14][CH:15]=[CH:16][C:11]=2[N:10]([CH2:31][CH:23]2[C:24]3[C:29](=[CH:28][CH:27]=[CH:26][C:25]=3[CH3:30])[N:21]([CH3:20])[CH2:22]2)[C:9]1=[O:17])[CH3:7]. Given the reactants [CH3:1][O:2][C:3](=[O:18])[CH2:4][CH2:5][CH:6]([N:8]1[C:12]2[CH:13]=[CH:14][CH:15]=[CH:16][C:11]=2[NH:10][C:9]1=[O:17])[CH3:7].[I-].[CH3:20][N:21]1[C:29]2[C:24](=[C:25]([CH3:30])[CH:26]=[CH:27][CH:28]=2)[C:23]([CH2:31][N+](C)(C)C)=[CH:22]1.C([O-])([O-])=O.[K+].[K+], predict the reaction product. (7) Given the reactants [CH3:1][O:2][C:3]([C:5]1[C:6]([OH:30])=[C:7]2[C:12](=[C:13](Br)[N:14]=1)[N:11]([CH2:16][C:17]1[CH:22]=[CH:21][CH:20]=[CH:19][CH:18]=1)[C:10](=[O:23])[C:9]([C:24]1[CH:29]=[CH:28][CH:27]=[CH:26][CH:25]=1)=[CH:8]2)=[O:4].[CH3:31][O:32][C:33]1[CH:34]=[N:35][CH:36]=[C:37]([Sn](CCCC)(CCCC)CCCC)[CH:38]=1.CCOC(C)=O.Cl, predict the reaction product. The product is: [CH3:1][O:2][C:3]([C:5]1[C:6]([OH:30])=[C:7]2[C:12](=[C:13]([C:37]3[CH:36]=[N:35][CH:34]=[C:33]([O:32][CH3:31])[CH:38]=3)[N:14]=1)[N:11]([CH2:16][C:17]1[CH:22]=[CH:21][CH:20]=[CH:19][CH:18]=1)[C:10](=[O:23])[C:9]([C:24]1[CH:29]=[CH:28][CH:27]=[CH:26][CH:25]=1)=[CH:8]2)=[O:4].